Dataset: Forward reaction prediction with 1.9M reactions from USPTO patents (1976-2016). Task: Predict the product of the given reaction. (1) Given the reactants [C:1]12([C:11]3[CH:12]=[C:13]([C:21]4[CH:28]=[CH:27][C:24]([CH:25]=[O:26])=[CH:23][CH:22]=4)[CH:14]=[CH:15][C:16]=3[O:17]COC)[CH2:10][CH:5]3[CH2:6][CH:7]([CH2:9][CH:3]([CH2:4]3)[CH2:2]1)[CH2:8]2.Cl, predict the reaction product. The product is: [C:1]12([C:11]3[CH:12]=[C:13]([C:21]4[CH:22]=[CH:23][C:24]([CH:25]=[O:26])=[CH:27][CH:28]=4)[CH:14]=[CH:15][C:16]=3[OH:17])[CH2:10][CH:5]3[CH2:6][CH:7]([CH2:9][CH:3]([CH2:4]3)[CH2:2]1)[CH2:8]2. (2) The product is: [CH2:11]([NH:19][C:6]([C:4]1[C:3]([C:9]([OH:8])=[O:10])=[CH:2][S:1][CH:5]=1)=[O:7])[CH2:12][CH2:13][CH2:14][CH2:15][CH2:16][CH2:17][CH3:18]. Given the reactants [S:1]1[CH:5]=[C:4]2[C:6]([O:8][C:9](=[O:10])[C:3]2=[CH:2]1)=[O:7].[CH2:11]([NH2:19])[CH2:12][CH2:13][CH2:14][CH2:15][CH2:16][CH2:17][CH3:18], predict the reaction product. (3) Given the reactants Cl[C:2]1[N:7]=[C:6]([O:8][CH3:9])[CH:5]=[CH:4][N:3]=1.[IH:10].C([O-])([O-])=O.[K+].[K+].S(S([O-])=O)([O-])(=O)=O.[Na+].[Na+], predict the reaction product. The product is: [I:10][C:2]1[N:7]=[C:6]([O:8][CH3:9])[CH:5]=[CH:4][N:3]=1. (4) Given the reactants [CH2:1]([O:3][C:4]1[CH:5]=[C:6]([C:10]2[C:19]3[C:14](=[CH:15][CH:16]=[C:17]([C:20]([C:28]4[CH:29]=[N:30][CH:31]=[CH:32][CH:33]=4)([C:22]4[CH:23]=[N:24][CH:25]=[CH:26][CH:27]=4)[OH:21])[CH:18]=3)[N:13]=[C:12]([O:34]C)[CH:11]=2)[CH:7]=[CH:8][CH:9]=1)[CH3:2].Cl, predict the reaction product. The product is: [CH2:1]([O:3][C:4]1[CH:5]=[C:6]([C:10]2[C:19]3[C:14](=[CH:15][CH:16]=[C:17]([C:20]([OH:21])([C:22]4[CH:23]=[N:24][CH:25]=[CH:26][CH:27]=4)[C:28]4[CH:29]=[N:30][CH:31]=[CH:32][CH:33]=4)[CH:18]=3)[NH:13][C:12](=[O:34])[CH:11]=2)[CH:7]=[CH:8][CH:9]=1)[CH3:2]. (5) Given the reactants C([NH:8][CH:9]1[CH2:14][CH2:13][N:12]([C:15]([O:17][C:18]([CH3:21])([CH3:20])[CH3:19])=[O:16])[CH2:11][CH2:10]1)C1C=CC=CC=1.C[OH:23], predict the reaction product. The product is: [C:18]([OH:17])(=[O:23])[CH3:21].[NH2:8][CH:9]1[CH2:10][CH2:11][N:12]([C:15]([O:17][C:18]([CH3:21])([CH3:20])[CH3:19])=[O:16])[CH2:13][CH2:14]1. (6) Given the reactants Cl[C:2]1[CH:3]=[C:4]2[C:8](=[C:9]([Cl:11])[CH:10]=1)[CH:7]([NH2:12])[CH2:6][CH2:5]2.ClC1C=CC=C2C=1C(=O)CC2, predict the reaction product. The product is: [Cl:11][C:9]1[CH:10]=[CH:2][CH:3]=[C:4]2[C:8]=1[CH:7]([NH2:12])[CH2:6][CH2:5]2. (7) Given the reactants [NH:1]1[C:9]2[C:4](=[CH:5][CH:6]=[CH:7][CH:8]=2)[C:3]([C:10]2[C:15]3[CH:16]=[CH:17][CH:18]=[CH:19][C:14]=3[S:13](=[O:21])(=[O:20])[NH:12][N:11]=2)=[CH:2]1.[CH3:22]I.Br[CH2:25][C:26]([O:28]C(C)(C)C)=[O:27], predict the reaction product. The product is: [CH3:22][N:12]1[N:11]=[C:10]([C:3]2[C:4]3[C:9](=[CH:8][CH:7]=[CH:6][CH:5]=3)[N:1]([CH2:25][C:26]([OH:28])=[O:27])[CH:2]=2)[C:15]2[CH:16]=[CH:17][CH:18]=[CH:19][C:14]=2[S:13]1(=[O:21])=[O:20]. (8) The product is: [F:1][C:2]1[CH:3]=[C:4]([CH:7]=[C:8]([F:10])[CH:9]=1)[CH2:5][NH:21][C@@H:11]1[C:20]2[C:15](=[CH:16][CH:17]=[CH:18][CH:19]=2)[CH2:14][CH2:13][CH2:12]1. Given the reactants [F:1][C:2]1[CH:3]=[C:4]([CH:7]=[C:8]([F:10])[CH:9]=1)[CH:5]=O.[C@@H:11]1([NH2:21])[C:20]2[C:15](=[CH:16][CH:17]=[CH:18][CH:19]=2)[CH2:14][CH2:13][CH2:12]1, predict the reaction product. (9) Given the reactants [CH2:1]([O:4][C:5]1[CH:10]=[C:9]([Cl:11])[C:8]([CH2:12][C:13]2[CH:18]=[CH:17][C:16]([O:19][CH2:20][CH3:21])=[CH:15][CH:14]=2)=[CH:7][C:6]=1[C@H:22]1[C@H:27]([OH:28])[C@@H:26]([OH:29])[C@H:25]([OH:30])[C@@H:24]([CH2:31][OH:32])[O:23]1)[CH:2]=[CH2:3].[CH2:33](Br)[C:34]1[CH:39]=[CH:38][CH:37]=[CH:36][CH:35]=1.[H-].[Na+].[NH4+].[Cl-], predict the reaction product. The product is: [CH2:1]([O:4][C:5]1[CH:10]=[C:9]([Cl:11])[C:8]([CH2:12][C:13]2[CH:18]=[CH:17][C:16]([O:19][CH2:20][CH3:21])=[CH:15][CH:14]=2)=[CH:7][C:6]=1[C@H:22]1[C@H:27]([O:28][CH2:33][C:34]2[CH:39]=[CH:38][CH:37]=[CH:36][CH:35]=2)[C@@H:26]([O:29][CH2:33][C:34]2[CH:39]=[CH:38][CH:37]=[CH:36][CH:35]=2)[C@H:25]([O:30][CH2:12][C:13]2[CH:18]=[CH:17][CH:16]=[CH:15][CH:14]=2)[C@@H:24]([CH2:31][O:32][CH2:22][C:6]2[CH:7]=[CH:8][CH:9]=[CH:10][CH:5]=2)[O:23]1)[CH:2]=[CH2:3]. (10) Given the reactants [CH3:1][C@H:2]([NH:7][C:8]([C:10]1[C:18]2[C:13](=[N:14][CH:15]=[C:16](Br)[N:17]=2)[N:12](COCC[Si](C)(C)C)[CH:11]=1)=[O:9])[C:3]([CH3:6])([CH3:5])[CH3:4].C(N[C:32]([C:34]1[C:42]2[C:37](=NC=C(Br)N=2)N(COCC[Si](C)(C)C)C=1)=O)(C)C.[C:52](Cl)(=[O:54])[CH3:53].CS(Cl)(=O)=[O:58].C(N(C(C)C)CC)(C)C.[N:70]1[CH:75]=[CH:74][CH:73]=[CH:72][CH:71]=1, predict the reaction product. The product is: [CH3:1][C@H:2]([NH:7][C:8]([C:10]1[C:18]2[C:13](=[N:14][CH:15]=[C:16]([O:58][C:72]3[CH:73]=[C:74]4[C:34](=[CH:32][CH:71]=3)[CH2:42][CH2:37][C@H:75]4[NH:70][C:52](=[O:54])[CH3:53])[N:17]=2)[NH:12][CH:11]=1)=[O:9])[C:3]([CH3:4])([CH3:5])[CH3:6].